The task is: Predict the product of the given reaction.. This data is from Forward reaction prediction with 1.9M reactions from USPTO patents (1976-2016). (1) Given the reactants Cl[C:2]1[N:23]=[CH:22][C:5]2[C:6]3[N:7]([CH:11]=[C:12]([C:14]4[N:18]([CH:19]([CH3:21])[CH3:20])[N:17]=[CH:16][N:15]=4)[N:13]=3)[CH2:8][CH2:9][O:10][C:4]=2[CH:3]=1.C(O)(=[O:26])C, predict the reaction product. The product is: [CH:19]([N:18]1[C:14]([C:12]2[N:13]=[C:6]3[C:5]4=[CH:22][NH:23][C:2](=[O:26])[CH:3]=[C:4]4[O:10][CH2:9][CH2:8][N:7]3[CH:11]=2)=[N:15][CH:16]=[N:17]1)([CH3:21])[CH3:20]. (2) Given the reactants [NH:1]1[CH2:5][CH2:4][CH2:3][CH2:2]1.[C:6](O)(=[O:9])[CH2:7][OH:8], predict the reaction product. The product is: [OH:9][CH2:6][C:7]([N:1]1[CH2:5][CH2:4][CH2:3][CH2:2]1)=[O:8]. (3) Given the reactants [C:1]([NH:9][C:10]1[S:11][CH2:12][CH:13]2[CH2:18][N:17]([C:19](OCC3C=CC=CC=3)=O)[CH2:16][C:14]2([C:29]2[CH:34]=[CH:33][CH:32]=[C:31]([Br:35])[CH:30]=2)[N:15]=1)(=[O:8])[C:2]1[CH:7]=[CH:6][CH:5]=[CH:4][CH:3]=1.I[Si](C)(C)C.C(N(C(C)C)CC)(C)C.[F:50][C:51]1[CH:52]=[N:53]C(Cl)=[N:55][CH:56]=1, predict the reaction product. The product is: [Br:35][C:31]1[CH:30]=[C:29]([C:14]23[CH2:16][N:17]([C:19]4[N:53]=[CH:52][C:51]([F:50])=[CH:56][N:55]=4)[CH2:18][CH:13]2[CH2:12][S:11][C:10]([NH:9][C:1](=[O:8])[C:2]2[CH:3]=[CH:4][CH:5]=[CH:6][CH:7]=2)=[N:15]3)[CH:34]=[CH:33][CH:32]=1. (4) Given the reactants Cl[CH2:2][C:3]([N:5]1[C@@H:9]([C:10]#[CH:11])[CH2:8][CH2:7][C@H:6]1[C:12]#[N:13])=[O:4].[NH2:14][C:15]12[CH2:24][CH:19]3[CH2:20][CH:21]([CH2:23][C:17]([OH:25])([CH2:18]3)[CH2:16]1)[CH2:22]2, predict the reaction product. The product is: [C:10]([C@@H:9]1[N:5]([C:3](=[O:4])[CH2:2][NH:14][C:15]23[CH2:24][C@H:19]4[CH2:20][C@H:21]([CH2:23][C:17]([OH:25])([CH2:18]4)[CH2:16]2)[CH2:22]3)[C@H:6]([C:12]#[N:13])[CH2:7][CH2:8]1)#[CH:11]. (5) Given the reactants [Cl:1][C:2]1[CH:12]=[CH:11][C:5]([C:6]([O:8][CH2:9][CH3:10])=[O:7])=[C:4]([CH3:13])[N:3]=1.C1C(=O)N([Br:21])C(=O)C1, predict the reaction product. The product is: [Br:21][CH2:13][C:4]1[N:3]=[C:2]([Cl:1])[CH:12]=[CH:11][C:5]=1[C:6]([O:8][CH2:9][CH3:10])=[O:7]. (6) The product is: [CH2:1]([O:8][C:9]1[CH:18]=[C:17]2[C:12]([C:13]([Cl:22])=[N:14][CH:15]=[N:16]2)=[CH:11][C:10]=1[O:20][CH3:21])[C:2]1[CH:7]=[CH:6][CH:5]=[CH:4][CH:3]=1. Given the reactants [CH2:1]([O:8][C:9]1[CH:18]=[C:17]2[C:12]([C:13](=O)[NH:14][CH:15]=[N:16]2)=[CH:11][C:10]=1[O:20][CH3:21])[C:2]1[CH:7]=[CH:6][CH:5]=[CH:4][CH:3]=1.[ClH:22].C(N(CC)CC)C.C1(OC)C=CC=CC=1.C(N(CC)C(C)C)(C)C, predict the reaction product. (7) Given the reactants [CH2:1]([O:8][C@@H:9]1[C@@H:14]([O:15][CH2:16][C:17]2[CH:22]=[CH:21][CH:20]=[CH:19][CH:18]=2)[C@H:13]([O:23][CH2:24][C:25]2[CH:30]=[CH:29][CH:28]=[CH:27][CH:26]=2)[C@@H:12]([CH2:31][O:32][CH2:33][C:34]2[CH:39]=[CH:38][CH:37]=[CH:36][CH:35]=2)[O:11][C@:10]21[C:43]1[CH:44]=[C:45]([CH2:49][C:50]3[CH:55]=[CH:54][C:53]([CH2:56][CH3:57])=[CH:52][CH:51]=3)[C:46]([Cl:48])=[CH:47][C:42]=1[O:41][C@H:40]2[OH:58])[C:2]1[CH:7]=[CH:6][CH:5]=[CH:4][CH:3]=1.[Cr](Cl)([O-])(=O)=O.[NH+]1C=CC=CC=1.CCOC(C)=O, predict the reaction product. The product is: [CH2:1]([O:8][C@@H:9]1[C@@H:14]([O:15][CH2:16][C:17]2[CH:22]=[CH:21][CH:20]=[CH:19][CH:18]=2)[C@H:13]([O:23][CH2:24][C:25]2[CH:26]=[CH:27][CH:28]=[CH:29][CH:30]=2)[C@@H:12]([CH2:31][O:32][CH2:33][C:34]2[CH:39]=[CH:38][CH:37]=[CH:36][CH:35]=2)[O:11][C@:10]21[C:43]1[CH:44]=[C:45]([CH2:49][C:50]3[CH:55]=[CH:54][C:53]([CH2:56][CH3:57])=[CH:52][CH:51]=3)[C:46]([Cl:48])=[CH:47][C:42]=1[O:41][C:40]2=[O:58])[C:2]1[CH:3]=[CH:4][CH:5]=[CH:6][CH:7]=1. (8) Given the reactants [N+:1]([C:4]1[CH:5]=[CH:6][C:7]2[CH2:13][CH2:12][C:11](=O)[CH2:10][CH2:9][C:8]=2[CH:15]=1)([O-:3])=[O:2].ClCCCl.[NH:20]1[CH2:25][CH2:24][O:23][CH2:22][CH2:21]1.C(O)(=O)C.C(O[BH-](OC(=O)C)OC(=O)C)(=O)C.[Na+], predict the reaction product. The product is: [N+:1]([C:4]1[CH:5]=[CH:6][C:7]2[CH2:13][CH2:12][CH:11]([N:20]3[CH2:25][CH2:24][O:23][CH2:22][CH2:21]3)[CH2:10][CH2:9][C:8]=2[CH:15]=1)([O-:3])=[O:2].